From a dataset of Catalyst prediction with 721,799 reactions and 888 catalyst types from USPTO. Predict which catalyst facilitates the given reaction. (1) Product: [Br:1][C:2]1[CH:7]=[CH:6][C:5]([C:8]2[CH:17]=[C:16]3[C:11]([N:12]=[CH:13][CH:14]=[N:15]3)=[C:10]([C:18]([NH:20][CH2:21][C:22]([OH:24])=[O:23])=[O:19])[C:9]=2[OH:27])=[C:4]([F:28])[CH:3]=1. Reactant: [Br:1][C:2]1[CH:7]=[CH:6][C:5]([C:8]2[CH:17]=[C:16]3[C:11]([N:12]=[CH:13][CH:14]=[N:15]3)=[C:10]([C:18]([NH:20][CH2:21][C:22]([O:24]CC)=[O:23])=[O:19])[C:9]=2[OH:27])=[C:4]([F:28])[CH:3]=1.[OH-].[Na+]. The catalyst class is: 8. (2) Reactant: C([O-])([O-])=O.[K+].[K+].Cl[C:8]1[CH:9]=[C:10]([O:22][CH3:23])[C:11](=[O:21])[N:12]([C:14]2[CH:19]=[CH:18][C:17]([F:20])=[CH:16][CH:15]=2)[CH:13]=1. Product: [F:20][C:17]1[CH:18]=[CH:19][C:14]([N:12]2[CH:13]=[CH:8][CH:9]=[C:10]([O:22][CH3:23])[C:11]2=[O:21])=[CH:15][CH:16]=1. The catalyst class is: 19. (3) Reactant: [Br:1][C:2]1[CH:3]=[CH:4][C:5]([CH2:8]Cl)=[N:6][CH:7]=1.Cl.[CH3:11][O:12][NH2:13].C([O-])([O-])=O.[K+].[K+]. Product: [Br:1][C:2]1[CH:3]=[CH:4][C:5]([CH2:8][NH:13][O:12][CH3:11])=[N:6][CH:7]=1. The catalyst class is: 35. (4) Reactant: [CH3:1][O:2][CH2:3][CH2:4][O:5][C:6]1[CH:7]=[C:8]2[C:12](=[C:13]([N:15]([CH3:25])[S:16]([C:19]3[CH:24]=[CH:23][CH:22]=[CH:21][N:20]=3)(=[O:18])=[O:17])[CH:14]=1)[NH:11][C:10]([C:26]1[S:27][C:28]([CH3:38])([CH2:31][N:32]3[CH2:37][CH2:36][S:35][CH2:34][CH2:33]3)[CH2:29][N:30]=1)=[CH:9]2.[O:39]1CCCC1.OOS([O-])=O.[K+].S([O-])([O-])=O.[Na+].[Na+]. Product: [CH3:1][O:2][CH2:3][CH2:4][O:5][C:6]1[CH:7]=[C:8]2[C:12](=[C:13]([N:15]([CH3:25])[S:16]([C:19]3[CH:24]=[CH:23][CH:22]=[CH:21][N:20]=3)(=[O:18])=[O:17])[CH:14]=1)[NH:11][C:10]([C:26]1[S:27][C:28]([CH3:38])([CH2:31][N:32]3[CH2:37][CH2:36][S:35](=[O:39])[CH2:34][CH2:33]3)[CH2:29][N:30]=1)=[CH:9]2. The catalyst class is: 97. (5) Reactant: [CH3:1][N:2]1[CH2:7][CH2:6][N:5]([CH2:8][C:9]2[CH:37]=[CH:36][C:12]([C:13]([NH:15][C:16]3[CH:21]=[CH:20][C:19]([CH3:22])=[C:18]([NH:23][C:24]4[N:29]=[C:28]([C:30]5[CH:31]=[N:32][CH:33]=[CH:34][CH:35]=5)[CH:27]=[CH:26][N:25]=4)[CH:17]=3)=[O:14])=[CH:11][CH:10]=2)[CH2:4][CH2:3]1.[OH:38][C@@H:39]([CH2:43][C:44]([OH:46])=[O:45])[C:40]([OH:42])=[O:41]. Product: [CH3:1][N:2]1[CH2:7][CH2:6][N:5]([CH2:8][C:9]2[CH:10]=[CH:11][C:12]([C:13]([NH:15][C:16]3[CH:21]=[CH:20][C:19]([CH3:22])=[C:18]([NH:23][C:24]4[N:29]=[C:28]([C:30]5[CH:31]=[N:32][CH:33]=[CH:34][CH:35]=5)[CH:27]=[CH:26][N:25]=4)[CH:17]=3)=[O:14])=[CH:36][CH:37]=2)[CH2:4][CH2:3]1.[C:40]([O-:42])(=[O:41])[CH:39]([CH2:43][C:44]([O-:46])=[O:45])[OH:38]. The catalyst class is: 6. (6) Reactant: Cl[C:2]1[N:7]=[C:6]([N:8]2[CH2:13][CH2:12][O:11][CH2:10][C@H:9]2[CH3:14])[CH:5]=[C:4]([C:15]2([S@:18]([CH3:21])(=[NH:20])=[O:19])[CH2:17][CH2:16]2)[N:3]=1.C([O-])([O-])=O.[Na+].[Na+].CC1(C)C(C)(C)OB([C:36]2[CH:41]=[CH:40][N:39]=[C:38]3[N:42](S(C4C=CC(C)=CC=4)(=O)=O)[CH:43]=[CH:44][C:37]=23)O1.[OH-].[Na+].Cl. Product: [CH3:14][C@@H:9]1[CH2:10][O:11][CH2:12][CH2:13][N:8]1[C:6]1[CH:5]=[C:4]([C:15]2([S@@:18]([CH3:21])(=[NH:20])=[O:19])[CH2:17][CH2:16]2)[N:3]=[C:2]([C:36]2[CH:41]=[CH:40][N:39]=[C:38]3[NH:42][CH:43]=[CH:44][C:37]=23)[N:7]=1. The catalyst class is: 600. (7) Reactant: [F:1][C:2]([F:33])([F:32])[C:3]1[CH:4]=[C:5]([C@H:13]2[O:17][C:16](=[O:18])[N:15]([CH2:19][C:20]3[CH:25]=[C:24]([C:26]([F:29])([F:28])[F:27])[CH:23]=[CH:22][C:21]=3I)[C@H:14]2[CH3:31])[CH:6]=[C:7]([C:9]([F:12])([F:11])[F:10])[CH:8]=1.[B:34]1([B:34]2[O:38][C:37]([CH3:40])([CH3:39])[C:36]([CH3:42])([CH3:41])[O:35]2)[O:38][C:37]([CH3:40])([CH3:39])[C:36]([CH3:42])([CH3:41])[O:35]1.ClCCl.CC([O-])=O.[K+]. Product: [F:1][C:2]([F:33])([F:32])[C:3]1[CH:4]=[C:5]([C@H:13]2[O:17][C:16](=[O:18])[N:15]([CH2:19][C:20]3[CH:25]=[C:24]([C:26]([F:29])([F:28])[F:27])[CH:23]=[CH:22][C:21]=3[B:34]3[O:38][C:37]([CH3:40])([CH3:39])[C:36]([CH3:42])([CH3:41])[O:35]3)[C@H:14]2[CH3:31])[CH:6]=[C:7]([C:9]([F:12])([F:11])[F:10])[CH:8]=1. The catalyst class is: 16. (8) Reactant: Cl.[CH3:2][O:3][C:4]1[CH:9]=[CH:8][CH:7]=[CH:6][C:5]=1[N:10]1[CH2:15][CH2:14][NH:13][CH2:12][CH2:11]1.Br[CH2:17][CH2:18][CH2:19][N:20]1[C:24](=[O:25])[C:23]2=[CH:26][CH:27]=[CH:28][CH:29]=[C:22]2[C:21]1=[O:30].C([O-])([O-])=O.[K+].[K+]. Product: [CH3:2][O:3][C:4]1[CH:9]=[CH:8][CH:7]=[CH:6][C:5]=1[N:10]1[CH2:15][CH2:14][N:13]([CH2:17][CH2:18][CH2:19][N:20]2[C:24](=[O:25])[C:23]3[C:22](=[CH:29][CH:28]=[CH:27][CH:26]=3)[C:21]2=[O:30])[CH2:12][CH2:11]1. The catalyst class is: 10. (9) Reactant: Br[C:2]1[CH:7]=[CH:6][C:5]([F:8])=[C:4]([CH3:9])[C:3]=1[F:10].[CH3:11][O:12][C:13]([C:15]1[C:20]([Cl:21])=[C:19]([NH:22][C:23](=[O:25])[CH3:24])[CH:18]=[C:17]([Sn](C)(C)C)[N:16]=1)=[O:14].C1(P(C2C=CC=CC=2)CCCCP(C2C=CC=CC=2)C2C=CC=CC=2)C=CC=CC=1.[F-].[Cs+]. Product: [CH3:11][O:12][C:13]([C:15]1[C:20]([Cl:21])=[C:19]([NH:22][C:23](=[O:25])[CH3:24])[CH:18]=[C:17]([C:2]2[CH:7]=[CH:6][C:5]([F:8])=[C:4]([CH3:9])[C:3]=2[F:10])[N:16]=1)=[O:14]. The catalyst class is: 524. (10) Reactant: [F:1][C:2]1[CH:22]=[C:21]([N+:23]([O-])=O)[CH:20]=[CH:19][C:3]=1[O:4][C:5]1[N:10]=[CH:9][N:8]=[C:7]([NH:11][C:12]([N:14]2[CH2:18][CH2:17][CH2:16][CH2:15]2)=[O:13])[CH:6]=1.[Cl-].[NH4+]. Product: [NH2:23][C:21]1[CH:20]=[CH:19][C:3]([O:4][C:5]2[N:10]=[CH:9][N:8]=[C:7]([NH:11][C:12]([N:14]3[CH2:18][CH2:17][CH2:16][CH2:15]3)=[O:13])[CH:6]=2)=[C:2]([F:1])[CH:22]=1. The catalyst class is: 190.